This data is from Catalyst prediction with 721,799 reactions and 888 catalyst types from USPTO. The task is: Predict which catalyst facilitates the given reaction. (1) Reactant: [OH:1][C:2]1[CH:3]=[C:4]2[C:8](=[CH:9][CH:10]=1)[C:7](=[O:11])[CH2:6][CH2:5]2.Cl.Cl[CH2:14][CH2:15][N:16]1[CH2:21][CH2:20][O:19][CH2:18][CH2:17]1.C(=O)([O-])[O-].[K+].[K+]. Product: [N:16]1([CH2:15][CH2:14][O:1][C:2]2[CH:3]=[C:4]3[C:8](=[CH:9][CH:10]=2)[C:7](=[O:11])[CH2:6][CH2:5]3)[CH2:21][CH2:20][O:19][CH2:18][CH2:17]1. The catalyst class is: 10. (2) Reactant: [CH2:1]([NH:4][C:5]1[C:10]([C:11]#[N:12])=[CH:9][C:8]([C:13]2[O:17][N:16]=[C:15]([C:18]3[CH:28]=[CH:27][C:21]4[CH2:22][CH2:23][NH:24][CH2:25][CH2:26][C:20]=4[CH:19]=3)[N:14]=2)=[CH:7][N:6]=1)[CH2:2][CH3:3].[CH3:29][C:30]1([CH3:37])[O:35][CH2:34][C:33](=O)[CH2:32][O:31]1.C(O[BH-](OC(=O)C)OC(=O)C)(=O)C.[Na+].C(O)(=O)C.C(=O)([O-])O.[Na+]. Product: [CH3:29][C:30]1([CH3:37])[O:35][CH2:34][CH:33]([N:24]2[CH2:23][CH2:22][C:21]3[CH:27]=[CH:28][C:18]([C:15]4[N:14]=[C:13]([C:8]5[CH:9]=[C:10]([C:11]#[N:12])[C:5]([NH:4][CH2:1][CH2:2][CH3:3])=[N:6][CH:7]=5)[O:17][N:16]=4)=[CH:19][C:20]=3[CH2:26][CH2:25]2)[CH2:32][O:31]1. The catalyst class is: 2. (3) Reactant: [C:1]([OH:6])(=[O:5])[C:2]([OH:4])=[O:3].C(O)C.[CH2:10]([O:17][CH2:18][C@@H:19]1[CH2:28][N:27]2[C@H:22]([CH2:23][O:24][CH2:25][CH2:26]2)[CH2:21][NH:20]1)[C:11]1[CH:16]=[CH:15][CH:14]=[CH:13][CH:12]=1. Product: [C:1]([OH:6])(=[O:5])[C:2]([OH:4])=[O:3].[C:1]([OH:6])(=[O:5])[C:2]([OH:4])=[O:3].[CH2:10]([O:17][CH2:18][C@@H:19]1[CH2:28][N:27]2[C@H:22]([CH2:23][O:24][CH2:25][CH2:26]2)[CH2:21][NH:20]1)[C:11]1[CH:16]=[CH:15][CH:14]=[CH:13][CH:12]=1. The catalyst class is: 25. (4) Reactant: [C:1]([OH:9])(=[O:8])[C:2]1[CH:7]=[CH:6][CH:5]=[CH:4][CH:3]=1.[C:10]1(=[O:16])[O:15][C:13](=[O:14])[CH2:12][CH2:11]1.[CH3:17][CH:18]([OH:25])[CH2:19][NH:20][CH2:21][CH:22]([OH:24])[CH3:23]. Product: [CH3:17][CH:18]([OH:25])[CH2:19][NH:20][CH2:21][CH:22]([OH:24])[CH3:23].[C:1]([OH:9])(=[O:8])[C:2]1[CH:7]=[CH:6][CH:5]=[CH:4][CH:3]=1.[C:10]([OH:15])(=[O:16])[CH2:11][CH2:12][C:13]([OH:8])=[O:14]. The catalyst class is: 673. (5) Reactant: [C:1]([O:5][C:6]([N:8]1[CH2:13][CH2:12][N:11]([C:14]2[CH:22]=[CH:21][C:20]([NH2:23])=[C:19]3[C:15]=2[CH2:16][N:17]([CH3:25])[C:18]3=[O:24])[CH2:10][CH2:9]1)=[O:7])([CH3:4])([CH3:3])[CH3:2].C(=O)([O-])[O-].[K+].[K+].[Cl:32][C:33]1[N:38]=[C:37](Cl)[C:36]([Cl:40])=[CH:35][N:34]=1.O. Product: [C:1]([O:5][C:6]([N:8]1[CH2:9][CH2:10][N:11]([C:14]2[CH:22]=[CH:21][C:20]([NH:23][C:35]3[C:36]([Cl:40])=[CH:37][N:38]=[C:33]([Cl:32])[N:34]=3)=[C:19]3[C:15]=2[CH2:16][N:17]([CH3:25])[C:18]3=[O:24])[CH2:12][CH2:13]1)=[O:7])([CH3:4])([CH3:3])[CH3:2]. The catalyst class is: 16. (6) Reactant: [CH:1]1[C:6]([CH:7]=O)=[CH:5][C:4]2[O:9][CH2:10][O:11][C:3]=2[CH:2]=1.[NH2:12][CH2:13][CH:14]1[O:19][CH2:18][CH2:17][N:16]([CH2:20][CH:21]([C:23]2[C:32]3[C:27](=[CH:28][CH:29]=[C:30]([O:33][CH3:34])[CH:31]=3)[N:26]=[CH:25][CH:24]=2)[OH:22])[CH2:15]1.[BH4-].[Na+]. Product: [O:11]1[C:3]2[CH:2]=[CH:1][C:6]([CH2:7][NH:12][CH2:13][CH:14]3[O:19][CH2:18][CH2:17][N:16]([CH2:20][CH:21]([C:23]4[C:32]5[C:27](=[CH:28][CH:29]=[C:30]([O:33][CH3:34])[CH:31]=5)[N:26]=[CH:25][CH:24]=4)[OH:22])[CH2:15]3)=[CH:5][C:4]=2[O:9][CH2:10]1. The catalyst class is: 61. (7) Reactant: [CH2:1]([O:3][C:4]1[CH:5]=[C:6]([C:13](=[O:19])[CH2:14][CH2:15][C:16]([OH:18])=O)[CH:7]=[CH:8][C:9]=1[O:10][CH2:11][CH3:12])[CH3:2].[Br:20][C:21]1[CH:30]=[C:29]2[C:24]([C:25]([C:32]3[CH:37]=[CH:36][CH:35]=[CH:34][CH:33]=3)=[CH:26][C:27]([NH2:31])=[N:28]2)=[CH:23][CH:22]=1.CCN=C=NCCCN(C)C.C1C=CC2N(O)N=NC=2C=1. Product: [Br:20][C:21]1[CH:30]=[C:29]2[C:24]([C:25]([C:32]3[CH:37]=[CH:36][CH:35]=[CH:34][CH:33]=3)=[CH:26][C:27]([NH:31][C:16](=[O:18])[CH2:15][CH2:14][C:13]([C:6]3[CH:7]=[CH:8][C:9]([O:10][CH2:11][CH3:12])=[C:4]([O:3][CH2:1][CH3:2])[CH:5]=3)=[O:19])=[N:28]2)=[CH:23][CH:22]=1. The catalyst class is: 444. (8) Reactant: Br[CH2:2][C:3]([C:5]1[C:6]([F:16])=[C:7]2[C:12](=[CH:13][CH:14]=1)[NH:11][C:10](=[O:15])[CH2:9][CH2:8]2)=[O:4].C(N(CC)CC)C.[CH3:24][O:25][C:26]1[CH:27]=[C:28]([C:32]2([OH:38])[CH2:37][CH2:36][NH:35][CH2:34][CH2:33]2)[CH:29]=[CH:30][CH:31]=1.O. Product: [F:16][C:6]1[C:5]([C:3](=[O:4])[CH2:2][N:35]2[CH2:34][CH2:33][C:32]([OH:38])([C:28]3[CH:29]=[CH:30][CH:31]=[C:26]([O:25][CH3:24])[CH:27]=3)[CH2:37][CH2:36]2)=[CH:14][CH:13]=[C:12]2[C:7]=1[CH2:8][CH2:9][C:10](=[O:15])[NH:11]2. The catalyst class is: 3.